Dataset: Full USPTO retrosynthesis dataset with 1.9M reactions from patents (1976-2016). Task: Predict the reactants needed to synthesize the given product. (1) Given the product [CH3:22][O:21][C:16]1[CH:15]=[CH:14][C:13]2[C:18]([CH:17]=1)=[CH:19][CH:20]=[C:11]1[C:12]=2[N:24]=[N:1][C:2]2[CH:7]=[C:6]3[O:8][CH2:9][O:10][C:5]3=[CH:4][C:3]1=2, predict the reactants needed to synthesize it. The reactants are: [NH2:1][C:2]1[CH:7]=[C:6]2[O:8][CH2:9][O:10][C:5]2=[CH:4][C:3]=1[C:11]1[CH:12]=[C:13]2[C:18](=[CH:19][CH:20]=1)[CH:17]=[C:16]([O:21][CH3:22])[CH:15]=[CH:14]2.Cl.[N:24]([O-])=O.[Na+].O. (2) Given the product [ClH:1].[N:16]12[CH2:21][CH2:20][CH:19]([CH2:18][CH2:17]1)[C@@H:14]([NH:13][C:11]([C:9]1[S:10][C:6]3[CH:5]=[C:4]([NH:3][C:40]([NH:39][C:36]4[CH:37]=[CH:38][C:33]([O:32][CH3:31])=[C:34]([C:42]([F:43])([F:45])[F:44])[CH:35]=4)=[O:41])[CH:23]=[CH:22][C:7]=3[CH:8]=1)=[O:12])[CH2:15]2, predict the reactants needed to synthesize it. The reactants are: [ClH:1].Cl.[NH2:3][C:4]1[CH:23]=[CH:22][C:7]2[CH:8]=[C:9]([C:11]([NH:13][C@@H:14]3[CH:19]4[CH2:20][CH2:21][N:16]([CH2:17][CH2:18]4)[CH2:15]3)=[O:12])[S:10][C:6]=2[CH:5]=1.C(N(CC)CC)C.[CH3:31][O:32][C:33]1[CH:38]=[CH:37][C:36]([N:39]=[C:40]=[O:41])=[CH:35][C:34]=1[C:42]([F:45])([F:44])[F:43]. (3) Given the product [C:1]12([C:11]3[CH:12]=[CH:13][C:14]([O:15][CH2:16][CH2:17][C:18]([NH:27][CH2:26][CH2:25][N:24]([CH3:28])[CH3:23])=[O:20])=[CH:21][CH:22]=3)[CH2:8][CH:7]3[CH2:9][CH:3]([CH2:4][CH:5]([CH2:6]3)[CH2:10]1)[CH2:2]2, predict the reactants needed to synthesize it. The reactants are: [C:1]12([C:11]3[CH:22]=[CH:21][C:14]([O:15][CH2:16][CH2:17][C:18]([OH:20])=O)=[CH:13][CH:12]=3)[CH2:10][CH:5]3[CH2:6][CH:7]([CH2:9][CH:3]([CH2:4]3)[CH2:2]1)[CH2:8]2.[CH3:23][N:24]([CH3:28])[CH2:25][CH2:26][NH2:27]. (4) Given the product [F:1][C:2]1[CH:30]=[CH:29][C:5]2[NH:6][C:7]([C:9]3[C:10]([CH3:28])=[C:11]4[C:15](=[CH:16][CH:17]=3)[N:14]([CH2:18][CH2:19][CH2:20][CH:21]3[CH2:26][CH2:25][N:24]([CH3:27])[CH2:23][CH2:22]3)[CH:13]=[CH:12]4)=[N:8][C:4]=2[C:3]=1[CH3:31], predict the reactants needed to synthesize it. The reactants are: [F:1][C:2]1[CH:30]=[CH:29][C:5]2[NH:6][C:7]([C:9]3[C:10]([CH3:28])=[C:11]4[C:15](=[CH:16][CH:17]=3)[N:14]([CH2:18][CH2:19][CH2:20][CH:21]3[CH2:26][CH2:25][N:24]([CH3:27])[CH2:23][CH2:22]3)[CH2:13][CH2:12]4)=[N:8][C:4]=2[C:3]=1[CH3:31]. (5) Given the product [Cl:26][C:27]1[C:32]([C:33]2[CH:38]=[CH:37][CH:36]=[CH:35][CH:34]=2)=[N:31][N:30]=[C:29]2[N:39]([CH2:48][CH2:49][N:50]3[CH2:51][CH2:52][N:53]([CH3:56])[C:54](=[O:64])[CH2:55]3)[N:40]=[C:41]([C:42]3[CH:47]=[CH:46][CH:45]=[CH:44][CH:43]=3)[C:28]=12, predict the reactants needed to synthesize it. The reactants are: ClC1C(C2C=CC=CC=2)=NN=C2N(CCI)N=C(C3C=CC=CC=3)C=12.[Cl:26][C:27]1[C:32]([C:33]2[CH:38]=[CH:37][CH:36]=[CH:35][CH:34]=2)=[N:31][N:30]=[C:29]2[N:39]([CH2:48][CH2:49][N:50]3[CH2:55][CH2:54][N:53]([CH3:56])[CH2:52][CH2:51]3)[N:40]=[C:41]([C:42]3[CH:47]=[CH:46][CH:45]=[CH:44][CH:43]=3)[C:28]=12.Cl.N1CCNCC1=[O:64].C(N(C(C)C)CC)(C)C. (6) Given the product [OH:15][C:9]1[C:8]([CH:16]([CH3:18])[CH3:17])=[CH:7][C:6]([CH2:5][CH2:4][C:3]([OH:19])=[O:2])=[CH:11][C:10]=1[CH:12]([CH3:14])[CH3:13], predict the reactants needed to synthesize it. The reactants are: C[O:2][C:3](=[O:19])[CH2:4][CH2:5][C:6]1[CH:11]=[C:10]([CH:12]([CH3:14])[CH3:13])[C:9]([OH:15])=[C:8]([CH:16]([CH3:18])[CH3:17])[CH:7]=1.[Li+].[OH-].O.C1COCC1.O.